This data is from Forward reaction prediction with 1.9M reactions from USPTO patents (1976-2016). The task is: Predict the product of the given reaction. (1) The product is: [CH:18]([C:21]1[CH:26]=[CH:25][CH:24]=[C:23]([CH:27]([CH3:28])[CH3:29])[C:22]=1[NH:30][C:31](=[O:32])[N:10]([CH2:9][C:6]1[CH:5]=[CH:4][C:3]([N:2]([CH3:17])[CH3:1])=[CH:8][CH:7]=1)[C:11]1[CH:16]=[CH:15][CH:14]=[CH:13][CH:12]=1)([CH3:19])[CH3:20]. Given the reactants [CH3:1][N:2]([CH3:17])[C:3]1[CH:8]=[CH:7][C:6]([CH2:9][NH:10][C:11]2[CH:16]=[CH:15][CH:14]=[CH:13][CH:12]=2)=[CH:5][CH:4]=1.[CH:18]([C:21]1[CH:26]=[CH:25][CH:24]=[C:23]([CH:27]([CH3:29])[CH3:28])[C:22]=1[N:30]=[C:31]=[O:32])([CH3:20])[CH3:19], predict the reaction product. (2) Given the reactants Br[C:2]1[CH:3]=[C:4]2[C:8](=[C:9]([C:11]#[N:12])[CH:10]=1)[N:7]([CH2:13][O:14][CH2:15][CH2:16][Si:17]([CH3:20])([CH3:19])[CH3:18])[CH:6]=[C:5]2[CH:21]1[CH2:26][CH2:25][N:24]([S:27]([CH2:30][CH3:31])(=[O:29])=[O:28])[CH2:23][CH2:22]1.[CH3:32][C:33]1[CH:38]=[CH:37][C:36]([OH:39])=[CH:35][CH:34]=1.CN(C)CC(O)=O.Cl.C([O-])([O-])=O.[Cs+].[Cs+], predict the reaction product. The product is: [CH2:30]([S:27]([N:24]1[CH2:23][CH2:22][CH:21]([C:5]2[C:4]3[C:8](=[C:9]([C:11]#[N:12])[CH:10]=[C:2]([O:39][C:36]4[CH:37]=[CH:38][C:33]([CH3:32])=[CH:34][CH:35]=4)[CH:3]=3)[N:7]([CH2:13][O:14][CH2:15][CH2:16][Si:17]([CH3:20])([CH3:18])[CH3:19])[CH:6]=2)[CH2:26][CH2:25]1)(=[O:28])=[O:29])[CH3:31]. (3) Given the reactants [O:1]=[C:2]1[C:11]2[C:6](=[CH:7][CH:8]=[C:9]([C:12]([O-:14])=[O:13])[CH:10]=2)[CH:5]=[CH:4][NH:3]1.[C:15](=O)([O-])[O-].[Cs+].[Cs+].[Br:21][CH2:22][C:23]1[CH:28]=[CH:27][CH:26]=[C:25]([CH2:29]Br)[CH:24]=1, predict the reaction product. The product is: [Br:21][CH2:22][C:23]1[CH:24]=[C:25]([CH:26]=[CH:27][CH:28]=1)[CH2:29][N:3]1[CH:4]=[CH:5][C:6]2[C:11](=[CH:10][C:9]([C:12]([O:14][CH3:15])=[O:13])=[CH:8][CH:7]=2)[C:2]1=[O:1]. (4) The product is: [C:1]([C:3]1[CH:17]=[C:16]([C:24]2[CH:25]=[CH:26][C:21]([O:20][CH3:19])=[CH:22][CH:23]=2)[C:6]2[N:7]([C:10]3[CH:15]=[CH:14][CH:13]=[CH:12][CH:11]=3)[CH:8]=[N:9][C:5]=2[CH:4]=1)#[N:2]. Given the reactants [C:1]([C:3]1[CH:17]=[C:16](I)[C:6]2[N:7]([C:10]3[CH:15]=[CH:14][CH:13]=[CH:12][CH:11]=3)[CH:8]=[N:9][C:5]=2[CH:4]=1)#[N:2].[CH3:19][O:20][C:21]1[CH:26]=[CH:25][C:24](B(O)O)=[CH:23][CH:22]=1.C(=O)([O-])[O-].[K+].[K+].C(NC1C=C(C2C3N(C4C=CC=CC=4)C=NC=3C=C(C#N)C=2)C=CC=1)(=O)C, predict the reaction product. (5) Given the reactants Br[C:2]1[C:7]([N+:8]([O-:10])=[O:9])=[CH:6][C:5]([Br:11])=[CH:4][N:3]=1.[CH3:12][O:13][C:14]([C:16]1[CH:21]=[CH:20][C:19](B(O)O)=[CH:18][CH:17]=1)=[O:15].[O-]P([O-])([O-])=O.[K+].[K+].[K+], predict the reaction product. The product is: [Br:11][C:5]1[CH:6]=[C:7]([N+:8]([O-:10])=[O:9])[C:2]([C:19]2[CH:20]=[CH:21][C:16]([C:14]([O:13][CH3:12])=[O:15])=[CH:17][CH:18]=2)=[N:3][CH:4]=1. (6) Given the reactants [CH:1]1[CH:9]=[C:8](Cl)[C:7]2[C:3](=[N:4][O:5][N:6]=2)[C:2]=1[N+:11]([O-:13])=[O:12].P([O-])([O-])([O-])=O.[Na+].[Na+].[Na+].[CH3:22][S-:23].[Na+], predict the reaction product. The product is: [CH3:22][S:23][C:8]1[C:7]2[C:3](=[N:4][O:5][N:6]=2)[C:2]([N+:11]([O-:13])=[O:12])=[CH:1][CH:9]=1. (7) Given the reactants [C:1]1([S:7]([C:10]2[CH:15]=[CH:14][C:13]([C:16]([F:19])([F:18])[F:17])=[CH:12][C:11]=2[NH2:20])(=[O:9])=[O:8])[CH:6]=[CH:5][CH:4]=[CH:3][CH:2]=1.[Br-:21].[Br-].[Br-].C([N+](C)(C)C)C1C=CC=CC=1.C([N+](C)(C)C)C1C=CC=CC=1.C([N+](C)(C)C)C1C=CC=CC=1.C(=O)([O-])[O-].[Ca+2], predict the reaction product. The product is: [Br:21][C:14]1[C:13]([C:16]([F:17])([F:18])[F:19])=[CH:12][C:11]([NH2:20])=[C:10]([S:7]([C:1]2[CH:2]=[CH:3][CH:4]=[CH:5][CH:6]=2)(=[O:9])=[O:8])[CH:15]=1.